This data is from Peptide-MHC class I binding affinity with 185,985 pairs from IEDB/IMGT. The task is: Regression. Given a peptide amino acid sequence and an MHC pseudo amino acid sequence, predict their binding affinity value. This is MHC class I binding data. The peptide sequence is TPALATRGF. The MHC is HLA-B08:01 with pseudo-sequence HLA-B08:01. The binding affinity (normalized) is 0.0847.